From a dataset of NCI-60 drug combinations with 297,098 pairs across 59 cell lines. Regression. Given two drug SMILES strings and cell line genomic features, predict the synergy score measuring deviation from expected non-interaction effect. (1) Drug 1: CNC(=O)C1=NC=CC(=C1)OC2=CC=C(C=C2)NC(=O)NC3=CC(=C(C=C3)Cl)C(F)(F)F. Drug 2: CN(CC1=CN=C2C(=N1)C(=NC(=N2)N)N)C3=CC=C(C=C3)C(=O)NC(CCC(=O)O)C(=O)O. Cell line: NCI-H522. Synergy scores: CSS=41.8, Synergy_ZIP=-0.538, Synergy_Bliss=-0.740, Synergy_Loewe=-45.7, Synergy_HSA=-0.0434. (2) Drug 1: C1CCC(C1)C(CC#N)N2C=C(C=N2)C3=C4C=CNC4=NC=N3. Drug 2: CC1=C(C=C(C=C1)NC2=NC=CC(=N2)N(C)C3=CC4=NN(C(=C4C=C3)C)C)S(=O)(=O)N.Cl. Cell line: NCIH23. Synergy scores: CSS=13.1, Synergy_ZIP=-2.15, Synergy_Bliss=3.90, Synergy_Loewe=0.737, Synergy_HSA=3.63. (3) Cell line: MALME-3M. Drug 1: C1=CC(=C2C(=C1NCCNCCO)C(=O)C3=C(C=CC(=C3C2=O)O)O)NCCNCCO. Drug 2: CC12CCC3C(C1CCC2O)C(CC4=C3C=CC(=C4)O)CCCCCCCCCS(=O)CCCC(C(F)(F)F)(F)F. Synergy scores: CSS=22.6, Synergy_ZIP=-10.8, Synergy_Bliss=-0.0221, Synergy_Loewe=-9.94, Synergy_HSA=-0.516. (4) Drug 1: CS(=O)(=O)C1=CC(=C(C=C1)C(=O)NC2=CC(=C(C=C2)Cl)C3=CC=CC=N3)Cl. Drug 2: C1CN(P(=O)(OC1)NCCCl)CCCl. Cell line: CCRF-CEM. Synergy scores: CSS=4.22, Synergy_ZIP=-2.52, Synergy_Bliss=-5.04, Synergy_Loewe=-5.99, Synergy_HSA=-6.36.